Dataset: NCI-60 drug combinations with 297,098 pairs across 59 cell lines. Task: Regression. Given two drug SMILES strings and cell line genomic features, predict the synergy score measuring deviation from expected non-interaction effect. Synergy scores: CSS=0.808, Synergy_ZIP=5.29, Synergy_Bliss=-0.217, Synergy_Loewe=-1.34, Synergy_HSA=-1.23. Cell line: PC-3. Drug 2: COC1=NC(=NC2=C1N=CN2C3C(C(C(O3)CO)O)O)N. Drug 1: CC(C)(C#N)C1=CC(=CC(=C1)CN2C=NC=N2)C(C)(C)C#N.